Dataset: Forward reaction prediction with 1.9M reactions from USPTO patents (1976-2016). Task: Predict the product of the given reaction. Given the reactants [Cl:1][C:2]1[CH:31]=[CH:30][C:5]([CH2:6][CH2:7][NH:8][C:9]([C:11]2[CH:29]=[CH:28][C:14]([O:15][C:16]3[CH:21]=[CH:20][C:19]([CH2:22][C:23]([O:25]C)=[O:24])=[CH:18][C:17]=3[Cl:27])=[CH:13][CH:12]=2)=[O:10])=[CH:4][CH:3]=1.[OH-].[Na+].O, predict the reaction product. The product is: [Cl:1][C:2]1[CH:3]=[CH:4][C:5]([CH2:6][CH2:7][NH:8][C:9]([C:11]2[CH:12]=[CH:13][C:14]([O:15][C:16]3[CH:21]=[CH:20][C:19]([CH2:22][C:23]([OH:25])=[O:24])=[CH:18][C:17]=3[Cl:27])=[CH:28][CH:29]=2)=[O:10])=[CH:30][CH:31]=1.